From a dataset of Full USPTO retrosynthesis dataset with 1.9M reactions from patents (1976-2016). Predict the reactants needed to synthesize the given product. (1) Given the product [Br:13][C:14]1[CH:20]=[CH:19][C:17]([NH:18][C:9](=[O:11])[C@@H:8]([C:5]2[CH:4]=[CH:3][C:2]([F:1])=[CH:7][CH:6]=2)[CH3:12])=[CH:16][CH:15]=1, predict the reactants needed to synthesize it. The reactants are: [F:1][C:2]1[CH:7]=[CH:6][C:5]([C@@H:8]([CH3:12])[C:9]([OH:11])=O)=[CH:4][CH:3]=1.[Br:13][C:14]1[CH:20]=[CH:19][C:17]([NH2:18])=[CH:16][CH:15]=1.C(=O)(O)[O-].[Na+].CN(C(ON1N=NC2C=CC=NC1=2)=[N+](C)C)C.F[P-](F)(F)(F)(F)F. (2) Given the product [CH3:19][O:12][C:11](=[O:13])[C:9]1[CH:8]=[CH:7][C:3]([C:4]([OH:6])=[O:5])=[C:2]([NH2:1])[CH:10]=1, predict the reactants needed to synthesize it. The reactants are: [NH2:1][C:2]1[CH:10]=[C:9]([C:11]([OH:13])=[O:12])[CH:8]=[CH:7][C:3]=1[C:4]([OH:6])=[O:5].S(=O)(=O)(O)O.[CH3:19]O. (3) Given the product [CH3:24][N:25]1[C:18]([CH3:19])=[C:17]([S:9]([Cl:12])(=[O:11])=[O:10])[C:16]([C:15]([F:23])([F:22])[F:14])=[N:26]1, predict the reactants needed to synthesize it. The reactants are: C1(C2C([S:9]([Cl:12])(=[O:11])=[O:10])=C(C)NN=2)CC1.[F:14][C:15]([F:23])([F:22])[C:16](=O)[CH2:17][C:18](=O)[CH3:19].[CH3:24][NH:25][NH2:26].